The task is: Regression. Given a peptide amino acid sequence and an MHC pseudo amino acid sequence, predict their binding affinity value. This is MHC class I binding data.. This data is from Peptide-MHC class I binding affinity with 185,985 pairs from IEDB/IMGT. The MHC is HLA-A01:01 with pseudo-sequence HLA-A01:01. The binding affinity (normalized) is 0.0847. The peptide sequence is EEFLQCGRL.